From a dataset of Forward reaction prediction with 1.9M reactions from USPTO patents (1976-2016). Predict the product of the given reaction. (1) Given the reactants [F:1][C:2]1[CH:9]=[CH:8][C:7]([O:10][C:11]([F:14])([F:13])[F:12])=[CH:6][C:3]=1[CH:4]=O.Cl.[NH2:16][OH:17].C([O-])(=O)C.[Na+], predict the reaction product. The product is: [F:1][C:2]1[CH:9]=[CH:8][C:7]([O:10][C:11]([F:14])([F:13])[F:12])=[CH:6][C:3]=1/[CH:4]=[N:16]/[OH:17]. (2) The product is: [CH2:12]([O:11][C:9](=[O:10])[NH:5][CH2:4][CH2:3][Br:2])[C:13]1[CH:18]=[CH:17][CH:16]=[CH:15][CH:14]=1. Given the reactants Br.[Br:2][CH2:3][CH2:4][NH2:5].[OH-].[Na+].Cl[C:9]([O:11][CH2:12][C:13]1[CH:18]=[CH:17][CH:16]=[CH:15][CH:14]=1)=[O:10].CCOCC, predict the reaction product.